Predict the reactants needed to synthesize the given product. From a dataset of Full USPTO retrosynthesis dataset with 1.9M reactions from patents (1976-2016). Given the product [F:40][C:38]1([F:41])[CH2:39][C:36]2([CH2:42][CH:34]([CH2:33][O:22][C:19]3[CH:20]=[CH:21][C:16]([C:14]([N:11]4[CH2:12][CH2:13][C@:8]5([C:4]6[CH:5]=[CH:6][CH:7]=[C:2]([F:1])[CH:3]=6)[O:27][CH2:26][O:25][C@@H:9]5[CH2:10]4)=[O:15])=[N:17][C:18]=3[O:23][CH3:24])[CH2:35]2)[CH2:37]1, predict the reactants needed to synthesize it. The reactants are: [F:1][C:2]1[CH:3]=[C:4]([C@@:8]23[O:27][CH2:26][O:25][C@@H:9]2[CH2:10][N:11]([C:14]([C:16]2[CH:21]=[CH:20][C:19]([OH:22])=[C:18]([O:23][CH3:24])[N:17]=2)=[O:15])[CH2:12][CH2:13]3)[CH:5]=[CH:6][CH:7]=1.CS(O[CH2:33][CH:34]1[CH2:42][C:36]2([CH2:39][C:38]([F:41])([F:40])[CH2:37]2)[CH2:35]1)(=O)=O.C(=O)([O-])[O-].[K+].[K+].